Dataset: Peptide-MHC class I binding affinity with 185,985 pairs from IEDB/IMGT. Task: Regression. Given a peptide amino acid sequence and an MHC pseudo amino acid sequence, predict their binding affinity value. This is MHC class I binding data. The peptide sequence is HSNIEEVAL. The MHC is HLA-A02:06 with pseudo-sequence HLA-A02:06. The binding affinity (normalized) is 0.299.